Dataset: Reaction yield outcomes from USPTO patents with 853,638 reactions. Task: Predict the reaction yield, written as a fraction of the theoretical maximum amount of product (1.0 means a 100% yield; for example, 0.34 means a 34% yield). (1) The reactants are CO[C:3](=[O:20])[C:4]1[CH:9]=[C:8]([C:10]2[CH:15]=[CH:14][N:13]=[N:12][CH:11]=2)[C:7]([CH:16]([CH3:18])[CH3:17])=[CH:6][C:5]=1[NH2:19].ClC([O:24][C:25]1C=CC(Cl)=CC=1)=O.[CH3:32][S:33]([NH:36][NH2:37])(=[O:35])=[O:34].CCN(C(C)C)C(C)C. The catalyst is O1CCOCC1. The product is [CH:16]([C:7]1[CH:6]=[C:5]2[C:4]([C:3](=[O:20])[N:37]([NH:36][S:33]([CH3:32])(=[O:35])=[O:34])[C:25](=[O:24])[NH:19]2)=[CH:9][C:8]=1[C:10]1[CH:15]=[CH:14][N:13]=[N:12][CH:11]=1)([CH3:17])[CH3:18]. The yield is 0.510. (2) The reactants are [C:1]([O:5][C:6]([N:8]1[CH2:12][C:11](=O)[CH2:10][C@H:9]1[C:14]([OH:16])=[O:15])=[O:7])([CH3:4])([CH3:3])[CH3:2].[NH2:17][O:18][CH2:19][C:20]1[CH:25]=[CH:24][C:23]([O:26][CH3:27])=[CH:22][CH:21]=1. The product is [C:1]([O:5][C:6]([N:8]1[CH2:12][C:11](=[N:17][O:18][CH2:19][C:20]2[CH:25]=[CH:24][C:23]([O:26][CH3:27])=[CH:22][CH:21]=2)[CH2:10][C@H:9]1[C:14]([OH:16])=[O:15])=[O:7])([CH3:4])([CH3:3])[CH3:2]. No catalyst specified. The yield is 0.850. (3) The reactants are [CH:1]1([NH:6][C:7]2[N:12]=[C:11]([C:13]3[C:14]([C:24]4[CH:29]=[CH:28][C:27]([O:30][CH3:31])=[CH:26][CH:25]=4)=[N:15][N:16]4[C:21](Cl)=[CH:20][C:19]([Cl:23])=[CH:18][C:17]=34)[CH:10]=[CH:9][N:8]=2)[CH2:5][CH2:4][CH2:3][CH2:2]1.C(OCC)(=O)C.[CH:38]1([NH2:41])[CH2:40][CH2:39]1. No catalyst specified. The product is [Cl:23][C:19]1[CH:20]=[C:21]([NH:41][CH:38]2[CH2:40][CH2:39]2)[N:16]2[N:15]=[C:14]([C:24]3[CH:29]=[CH:28][C:27]([O:30][CH3:31])=[CH:26][CH:25]=3)[C:13]([C:11]3[CH:10]=[CH:9][N:8]=[C:7]([NH:6][CH:1]4[CH2:5][CH2:4][CH2:3][CH2:2]4)[N:12]=3)=[C:17]2[CH:18]=1. The yield is 0.710. (4) The reactants are [CH3:1][O:2][C:3]1[C:12]([O:13][CH3:14])=[C:11]2[C:6]([C:7](=[O:28])[CH:8]=[C:9]([C:15]3[CH:20]=[CH:19][C:18]([NH:21]C(=O)C)=[C:17]([N+:25]([O-:27])=[O:26])[CH:16]=3)[O:10]2)=[CH:5][CH:4]=1. The catalyst is Cl. The product is [NH2:21][C:18]1[CH:19]=[CH:20][C:15]([C:9]2[O:10][C:11]3[C:6]([C:7](=[O:28])[CH:8]=2)=[CH:5][CH:4]=[C:3]([O:2][CH3:1])[C:12]=3[O:13][CH3:14])=[CH:16][C:17]=1[N+:25]([O-:27])=[O:26]. The yield is 0.920. (5) The reactants are [Cl:1][C:2]1[C:7]([N+:8]([O-])=O)=[CH:6][C:5]([N:11]2[C:16](=[O:17])[CH:15]=[C:14]([C:18]([F:21])([F:20])[F:19])[N:13]([CH3:22])[C:12]2=[O:23])=[C:4]([F:24])[CH:3]=1. The catalyst is C(O)(=O)C.O.[Fe]. The product is [NH2:8][C:7]1[C:2]([Cl:1])=[CH:3][C:4]([F:24])=[C:5]([N:11]2[C:16](=[O:17])[CH:15]=[C:14]([C:18]([F:21])([F:20])[F:19])[N:13]([CH3:22])[C:12]2=[O:23])[CH:6]=1. The yield is 0.860.